From a dataset of Forward reaction prediction with 1.9M reactions from USPTO patents (1976-2016). Predict the product of the given reaction. Given the reactants [NH2:1][CH2:2][CH2:3][CH2:4][OH:5].[F:6][C:7]1[CH:14]=[CH:13][C:10]([CH2:11]Cl)=[CH:9][CH:8]=1, predict the reaction product. The product is: [F:6][C:7]1[CH:14]=[CH:13][C:10]([CH2:11][NH:1][CH2:2][CH2:3][CH2:4][OH:5])=[CH:9][CH:8]=1.